From a dataset of Full USPTO retrosynthesis dataset with 1.9M reactions from patents (1976-2016). Predict the reactants needed to synthesize the given product. (1) Given the product [Cl:1][C:2]1[CH:21]=[CH:20][C:19]([CH2:22][NH:24][CH2:25][CH2:26][S:27][CH2:28][CH2:29][OH:30])=[CH:18][C:3]=1[C:4]([NH:6][CH2:7][C:8]12[CH2:17][CH:12]3[CH2:11][CH:10]([CH2:16][CH:14]([CH2:13]3)[CH2:15]1)[CH2:9]2)=[O:5], predict the reactants needed to synthesize it. The reactants are: [Cl:1][C:2]1[CH:21]=[CH:20][C:19]([CH:22]=O)=[CH:18][C:3]=1[C:4]([NH:6][CH2:7][C:8]12[CH2:17][CH:12]3[CH2:13][CH:14]([CH2:16][CH:10]([CH2:11]3)[CH2:9]1)[CH2:15]2)=[O:5].[NH2:24][CH2:25][CH2:26][S:27][CH2:28][CH2:29][OH:30].C(O[BH-](OC(=O)C)OC(=O)C)(=O)C.[Na+]. (2) Given the product [Br:1][CH2:24][C:23]1[N:22]([CH3:25])[N:21]=[C:20]([CH3:26])[C:19]=1[O:18][C:16]1[CH:15]=[C:12]([CH:11]=[C:10]([Cl:9])[CH:17]=1)[C:13]#[N:14], predict the reactants needed to synthesize it. The reactants are: [Br:1]N1C(=O)CCC1=O.[Cl:9][C:10]1[CH:11]=[C:12]([CH:15]=[C:16]([O:18][C:19]2[C:20]([CH3:26])=[N:21][N:22]([CH3:25])[C:23]=2[CH3:24])[CH:17]=1)[C:13]#[N:14].N(C(C)(C)C#N)=NC(C)(C)C#N. (3) Given the product [CH3:31][C:27]1[N:26]=[C:25]([NH:24][C:20]2[CH:19]=[C:18]([C:12]3[CH:13]=[N:14][C:15]4[CH2:16][CH2:17][NH:8][C:9](=[O:32])[C:10]=4[CH:11]=3)[CH:23]=[CH:22][N:21]=2)[CH:30]=[CH:29][N:28]=1, predict the reactants needed to synthesize it. The reactants are: C([N:8]1[CH2:17][CH2:16][C:15]2[N:14]=[CH:13][C:12]([C:18]3[CH:23]=[CH:22][N:21]=[C:20]([NH:24][C:25]4[CH:30]=[CH:29][N:28]=[C:27]([CH3:31])[N:26]=4)[CH:19]=3)=[CH:11][C:10]=2[C:9]1=[O:32])C1C=CC=CC=1.FC(F)(F)S(O)(=O)=O. (4) Given the product [Cl:16][C:13]1[CH:14]=[CH:15][C:10]([C:8]2[C:7]([O:17][CH2:18][C:19]3[N:20]([CH3:24])[CH:21]=[CH:22][N:23]=3)=[N:6][CH:5]=[C:4]([CH:9]=2)[C:3]([OH:25])=[O:2])=[CH:11][CH:12]=1, predict the reactants needed to synthesize it. The reactants are: C[O:2][C:3](=[O:25])[C:4]1[CH:9]=[C:8]([C:10]2[CH:15]=[CH:14][C:13]([Cl:16])=[CH:12][CH:11]=2)[C:7]([O:17][CH2:18][C:19]2[N:20]([CH3:24])[CH:21]=[CH:22][N:23]=2)=[N:6][CH:5]=1.O.[OH-].[Li+].C(O)(=O)CC(CC(O)=O)(C(O)=O)O. (5) Given the product [CH3:14][C:15]1[CH:20]=[CH:19][C:18]([CH3:21])=[CH:17][C:16]=1[S:22][CH2:2][CH2:3][CH2:4][CH2:5][CH2:6][CH2:7][CH2:8][C:9]([OH:11])=[O:10], predict the reactants needed to synthesize it. The reactants are: Br[CH2:2][CH2:3][CH2:4][CH2:5][CH2:6][CH2:7][CH2:8][C:9]([O:11]CC)=[O:10].[CH3:14][C:15]1[CH:20]=[CH:19][C:18]([CH3:21])=[CH:17][C:16]=1[SH:22].[OH-].[K+].[OH-].[Na+].Cl.